From a dataset of Full USPTO retrosynthesis dataset with 1.9M reactions from patents (1976-2016). Predict the reactants needed to synthesize the given product. The reactants are: [CH:1]1([N:6]2[CH2:12][C:11]([F:14])([F:13])[C:10](=[O:15])[N:9]([CH3:16])[C:8]3[CH:17]=[N:18][C:19]([NH:21]C4C=CC(C(O)=O)=CC=4OC)=[N:20][C:7]2=3)[CH2:5][CH2:4][CH2:3][CH2:2]1.ClC1N=CC2N(C)C(=O)C(F)(F)CN(C3CCCC3)C=2N=1.[CH3:54][N:55]([CH3:66])[CH2:56][CH2:57][O:58][C:59]1[CH:65]=[CH:64][C:62](N)=[CH:61][CH:60]=1. Given the product [CH:1]1([N:6]2[CH2:12][C:11]([F:13])([F:14])[C:10](=[O:15])[N:9]([CH3:16])[C:8]3[CH:17]=[N:18][C:19]([NH:21][C:62]4[CH:64]=[CH:65][C:59]([O:58][CH2:57][CH2:56][N:55]([CH3:66])[CH3:54])=[CH:60][CH:61]=4)=[N:20][C:7]2=3)[CH2:2][CH2:3][CH2:4][CH2:5]1, predict the reactants needed to synthesize it.